From a dataset of Full USPTO retrosynthesis dataset with 1.9M reactions from patents (1976-2016). Predict the reactants needed to synthesize the given product. Given the product [O:35]=[C:8]([N:9]1[C:17]2[C:12](=[CH:13][C:14]([O:18][CH2:19][C:20]3[S:21][C:22]([C:31]([F:34])([F:33])[F:32])=[C:23]([C:25]4[CH:30]=[CH:29][CH:28]=[CH:27][CH:26]=4)[CH:24]=3)=[CH:15][CH:16]=2)[CH2:11][CH2:10]1)[CH2:7][CH2:6][CH2:5][C:4]([OH:36])=[O:3], predict the reactants needed to synthesize it. The reactants are: C([O:3][C:4](=[O:36])[CH2:5][CH2:6][CH2:7][C:8](=[O:35])[N:9]1[C:17]2[C:12](=[CH:13][C:14]([O:18][CH2:19][C:20]3[S:21][C:22]([C:31]([F:34])([F:33])[F:32])=[C:23]([C:25]4[CH:30]=[CH:29][CH:28]=[CH:27][CH:26]=4)[CH:24]=3)=[CH:15][CH:16]=2)[CH2:11][CH2:10]1)C.Cl.O.